From a dataset of Peptide-MHC class I binding affinity with 185,985 pairs from IEDB/IMGT. Regression. Given a peptide amino acid sequence and an MHC pseudo amino acid sequence, predict their binding affinity value. This is MHC class I binding data. (1) The peptide sequence is ILNKIVQLPK. The MHC is HLA-A03:01 with pseudo-sequence HLA-A03:01. The binding affinity (normalized) is 0.737. (2) The peptide sequence is HSNLNDTTY. The MHC is HLA-A02:01 with pseudo-sequence HLA-A02:01. The binding affinity (normalized) is 0.0847. (3) The peptide sequence is HHSDDALFI. The MHC is HLA-B27:03 with pseudo-sequence HLA-B27:03. The binding affinity (normalized) is 0.0847. (4) The peptide sequence is HPDIVIYQY. The MHC is HLA-A30:02 with pseudo-sequence HLA-A30:02. The binding affinity (normalized) is 0.164. (5) The peptide sequence is ATFEVFLAK. The MHC is HLA-B35:01 with pseudo-sequence HLA-B35:01. The binding affinity (normalized) is 0.0847. (6) The peptide sequence is RGPYRAFVTI. The MHC is HLA-A30:01 with pseudo-sequence HLA-A30:01. The binding affinity (normalized) is 0.0236. (7) The peptide sequence is VTDSQYALGI. The MHC is HLA-B08:01 with pseudo-sequence HLA-B08:01. The binding affinity (normalized) is 0.